Dataset: Catalyst prediction with 721,799 reactions and 888 catalyst types from USPTO. Task: Predict which catalyst facilitates the given reaction. Reactant: [C:1]([O:4][C@H:5]([C:34]1[CH:39]=[CH:38][C:37]([F:40])=[CH:36][CH:35]=1)[CH2:6][CH2:7][C@H:8]1[C:11](=[O:12])[N:10]([C:13]2[CH:18]=[CH:17][C:16]([O:19][S:20]([C:23]([F:26])([F:25])[F:24])(=[O:22])=[O:21])=[CH:15][CH:14]=2)[C@@H:9]1[C:27]1[CH:32]=[CH:31][C:30](I)=[CH:29][CH:28]=1)(=[O:3])[CH3:2].[C:41]([O:44][CH2:45][C:46]([C:53]#[CH:54])([OH:52])[CH2:47][O:48][C:49](=[O:51])[CH3:50])(=[O:43])[CH3:42].C(N(CC)CC)C.O. Product: [C:1]([O:4][C@H:5]([C:34]1[CH:39]=[CH:38][C:37]([F:40])=[CH:36][CH:35]=1)[CH2:6][CH2:7][C@H:8]1[C:11](=[O:12])[N:10]([C:13]2[CH:18]=[CH:17][C:16]([O:19][S:20]([C:23]([F:26])([F:25])[F:24])(=[O:22])=[O:21])=[CH:15][CH:14]=2)[C@@H:9]1[C:27]1[CH:32]=[CH:31][C:30]([C:54]#[C:53][C:46]([CH2:45][O:44][C:41](=[O:43])[CH3:42])([OH:52])[CH2:47][O:48][C:49](=[O:51])[CH3:50])=[CH:29][CH:28]=1)(=[O:3])[CH3:2]. The catalyst class is: 122.